This data is from NCI-60 drug combinations with 297,098 pairs across 59 cell lines. The task is: Regression. Given two drug SMILES strings and cell line genomic features, predict the synergy score measuring deviation from expected non-interaction effect. (1) Drug 1: CC12CCC3C(C1CCC2=O)CC(=C)C4=CC(=O)C=CC34C. Drug 2: CN(CCCl)CCCl.Cl. Cell line: NCI-H460. Synergy scores: CSS=46.4, Synergy_ZIP=1.81, Synergy_Bliss=3.98, Synergy_Loewe=-18.2, Synergy_HSA=2.14. (2) Drug 1: CCC1(CC2CC(C3=C(CCN(C2)C1)C4=CC=CC=C4N3)(C5=C(C=C6C(=C5)C78CCN9C7C(C=CC9)(C(C(C8N6C=O)(C(=O)OC)O)OC(=O)C)CC)OC)C(=O)OC)O.OS(=O)(=O)O. Drug 2: C1CCC(C(C1)N)N.C(=O)(C(=O)[O-])[O-].[Pt+4]. Cell line: HOP-92. Synergy scores: CSS=23.2, Synergy_ZIP=-4.18, Synergy_Bliss=-1.41, Synergy_Loewe=2.74, Synergy_HSA=2.60. (3) Drug 1: CC1=C2C(C(=O)C3(C(CC4C(C3C(C(C2(C)C)(CC1OC(=O)C(C(C5=CC=CC=C5)NC(=O)OC(C)(C)C)O)O)OC(=O)C6=CC=CC=C6)(CO4)OC(=O)C)OC)C)OC. Drug 2: N.N.Cl[Pt+2]Cl. Cell line: UO-31. Synergy scores: CSS=45.3, Synergy_ZIP=2.47, Synergy_Bliss=4.34, Synergy_Loewe=-48.7, Synergy_HSA=6.15. (4) Drug 1: C1=NC2=C(N=C(N=C2N1C3C(C(C(O3)CO)O)O)F)N. Drug 2: CN1C2=C(C=C(C=C2)N(CCCl)CCCl)N=C1CCCC(=O)O.Cl. Cell line: LOX IMVI. Synergy scores: CSS=0.308, Synergy_ZIP=1.40, Synergy_Bliss=4.33, Synergy_Loewe=0.668, Synergy_HSA=-0.0111. (5) Drug 1: CC12CCC(CC1=CCC3C2CCC4(C3CC=C4C5=CN=CC=C5)C)O. Drug 2: CC1=CC2C(CCC3(C2CCC3(C(=O)C)OC(=O)C)C)C4(C1=CC(=O)CC4)C. Cell line: NCI-H322M. Synergy scores: CSS=-10.3, Synergy_ZIP=2.30, Synergy_Bliss=-4.44, Synergy_Loewe=-10.2, Synergy_HSA=-8.79. (6) Drug 1: CC1=C2C(C(=O)C3(C(CC4C(C3C(C(C2(C)C)(CC1OC(=O)C(C(C5=CC=CC=C5)NC(=O)OC(C)(C)C)O)O)OC(=O)C6=CC=CC=C6)(CO4)OC(=O)C)OC)C)OC. Drug 2: CC1=CC2C(CCC3(C2CCC3(C(=O)C)OC(=O)C)C)C4(C1=CC(=O)CC4)C. Cell line: COLO 205. Synergy scores: CSS=43.3, Synergy_ZIP=5.53, Synergy_Bliss=-0.937, Synergy_Loewe=-39.6, Synergy_HSA=-1.61. (7) Drug 2: CC1CCC2CC(C(=CC=CC=CC(CC(C(=O)C(C(C(=CC(C(=O)CC(OC(=O)C3CCCCN3C(=O)C(=O)C1(O2)O)C(C)CC4CCC(C(C4)OC)OCCO)C)C)O)OC)C)C)C)OC. Synergy scores: CSS=16.8, Synergy_ZIP=-3.03, Synergy_Bliss=-2.11, Synergy_Loewe=-4.47, Synergy_HSA=-1.22. Cell line: NCI/ADR-RES. Drug 1: CN1CCC(CC1)COC2=C(C=C3C(=C2)N=CN=C3NC4=C(C=C(C=C4)Br)F)OC. (8) Drug 1: C1=CC(=C2C(=C1NCCNCCO)C(=O)C3=C(C=CC(=C3C2=O)O)O)NCCNCCO. Drug 2: C1CCC(CC1)NC(=O)N(CCCl)N=O. Cell line: TK-10. Synergy scores: CSS=17.5, Synergy_ZIP=-13.0, Synergy_Bliss=-11.4, Synergy_Loewe=-25.8, Synergy_HSA=-9.18. (9) Drug 1: COC1=CC(=CC(=C1O)OC)C2C3C(COC3=O)C(C4=CC5=C(C=C24)OCO5)OC6C(C(C7C(O6)COC(O7)C8=CC=CS8)O)O. Drug 2: C1=NC2=C(N1)C(=S)N=CN2. Cell line: MDA-MB-231. Synergy scores: CSS=28.6, Synergy_ZIP=-18.3, Synergy_Bliss=-25.7, Synergy_Loewe=-22.8, Synergy_HSA=-22.8. (10) Drug 1: CCC1=C2CN3C(=CC4=C(C3=O)COC(=O)C4(CC)O)C2=NC5=C1C=C(C=C5)O. Drug 2: C1C(C(OC1N2C=NC(=NC2=O)N)CO)O. Cell line: SF-268. Synergy scores: CSS=35.3, Synergy_ZIP=-7.69, Synergy_Bliss=1.06, Synergy_Loewe=-57.3, Synergy_HSA=0.524.